From a dataset of NCI-60 drug combinations with 297,098 pairs across 59 cell lines. Regression. Given two drug SMILES strings and cell line genomic features, predict the synergy score measuring deviation from expected non-interaction effect. (1) Drug 1: CS(=O)(=O)CCNCC1=CC=C(O1)C2=CC3=C(C=C2)N=CN=C3NC4=CC(=C(C=C4)OCC5=CC(=CC=C5)F)Cl. Drug 2: CCC1(C2=C(COC1=O)C(=O)N3CC4=CC5=C(C=CC(=C5CN(C)C)O)N=C4C3=C2)O.Cl. Cell line: SR. Synergy scores: CSS=55.6, Synergy_ZIP=0.945, Synergy_Bliss=-0.538, Synergy_Loewe=-38.2, Synergy_HSA=-0.567. (2) Drug 1: CN(C)C1=NC(=NC(=N1)N(C)C)N(C)C. Drug 2: CC1C(C(CC(O1)OC2CC(OC(C2O)C)OC3=CC4=CC5=C(C(=O)C(C(C5)C(C(=O)C(C(C)O)O)OC)OC6CC(C(C(O6)C)O)OC7CC(C(C(O7)C)O)OC8CC(C(C(O8)C)O)(C)O)C(=C4C(=C3C)O)O)O)O. Cell line: BT-549. Synergy scores: CSS=38.6, Synergy_ZIP=29.0, Synergy_Bliss=29.3, Synergy_Loewe=22.0, Synergy_HSA=23.6. (3) Drug 1: CC1C(C(CC(O1)OC2CC(CC3=C2C(=C4C(=C3O)C(=O)C5=C(C4=O)C(=CC=C5)OC)O)(C(=O)CO)O)N)O.Cl. Drug 2: CC1C(C(CC(O1)OC2CC(CC3=C2C(=C4C(=C3O)C(=O)C5=C(C4=O)C(=CC=C5)OC)O)(C(=O)CO)O)N)O.Cl. Cell line: PC-3. Synergy scores: CSS=48.8, Synergy_ZIP=-6.20, Synergy_Bliss=-7.99, Synergy_Loewe=-4.65, Synergy_HSA=-3.74. (4) Drug 1: C1=CN(C=N1)CC(O)(P(=O)(O)O)P(=O)(O)O. Drug 2: CN1C2=C(C=C(C=C2)N(CCCl)CCCl)N=C1CCCC(=O)O.Cl. Cell line: SK-OV-3. Synergy scores: CSS=3.32, Synergy_ZIP=3.89, Synergy_Bliss=-1.67, Synergy_Loewe=0.628, Synergy_HSA=-1.32. (5) Drug 1: CS(=O)(=O)CCNCC1=CC=C(O1)C2=CC3=C(C=C2)N=CN=C3NC4=CC(=C(C=C4)OCC5=CC(=CC=C5)F)Cl. Drug 2: C#CCC(CC1=CN=C2C(=N1)C(=NC(=N2)N)N)C3=CC=C(C=C3)C(=O)NC(CCC(=O)O)C(=O)O. Cell line: A549. Synergy scores: CSS=66.8, Synergy_ZIP=0.937, Synergy_Bliss=-0.731, Synergy_Loewe=-9.34, Synergy_HSA=-1.31. (6) Drug 1: C1=NC2=C(N1)C(=S)N=C(N2)N. Drug 2: C1CCC(C(C1)N)N.C(=O)(C(=O)[O-])[O-].[Pt+4]. Cell line: BT-549. Synergy scores: CSS=20.3, Synergy_ZIP=-8.07, Synergy_Bliss=-5.45, Synergy_Loewe=-8.39, Synergy_HSA=-4.93. (7) Drug 1: CN(C)C1=NC(=NC(=N1)N(C)C)N(C)C. Drug 2: CC(C)CN1C=NC2=C1C3=CC=CC=C3N=C2N. Cell line: SF-539. Synergy scores: CSS=-5.74, Synergy_ZIP=1.97, Synergy_Bliss=0.407, Synergy_Loewe=-4.30, Synergy_HSA=-3.32.